From a dataset of Forward reaction prediction with 1.9M reactions from USPTO patents (1976-2016). Predict the product of the given reaction. (1) Given the reactants Br[C:2]1[CH:3]=[C:4]([C:26]([F:29])([F:28])[F:27])[C:5]2[N:6]([C:8]([Cl:25])=[C:9]([C:11]([N:13]3[CH2:18][CH2:17][CH:16]([N:19]4[CH2:23][CH2:22][O:21][C:20]4=[O:24])[CH2:15][CH2:14]3)=[O:12])[N:10]=2)[CH:7]=1.[CH3:30][N:31](C=O)C, predict the reaction product. The product is: [Cl:25][C:8]1[N:6]2[CH:7]=[C:2]([C:30]#[N:31])[CH:3]=[C:4]([C:26]([F:29])([F:28])[F:27])[C:5]2=[N:10][C:9]=1[C:11]([N:13]1[CH2:18][CH2:17][CH:16]([N:19]2[CH2:23][CH2:22][O:21][C:20]2=[O:24])[CH2:15][CH2:14]1)=[O:12]. (2) Given the reactants Br[C:2]1[CH:11]=[CH:10][C:9]2[N:8]=[CH:7][C:6]3[N:12]([CH3:25])[C:13](=[O:24])[N:14]([C:15]4[C:16]([CH3:23])=[N:17][N:18]([CH:20]([CH3:22])[CH3:21])[CH:19]=4)[C:5]=3[C:4]=2[CH:3]=1.[CH3:26][N:27]1[C:32]2[N:33]=[CH:34][C:35](B3OC(C)(C)C(C)(C)O3)=[CH:36][C:31]=2[CH2:30][O:29][C:28]1=[O:46], predict the reaction product. The product is: [CH:20]([N:18]1[CH:19]=[C:15]([N:14]2[C:5]3[C:4]4[CH:3]=[C:2]([C:35]5[CH:34]=[N:33][C:32]6[N:27]([CH3:26])[C:28](=[O:46])[O:29][CH2:30][C:31]=6[CH:36]=5)[CH:11]=[CH:10][C:9]=4[N:8]=[CH:7][C:6]=3[N:12]([CH3:25])[C:13]2=[O:24])[C:16]([CH3:23])=[N:17]1)([CH3:22])[CH3:21].